The task is: Predict the reaction yield, written as a fraction of the theoretical maximum amount of product (1.0 means a 100% yield; for example, 0.34 means a 34% yield).. This data is from Reaction yield outcomes from USPTO patents with 853,638 reactions. The reactants are [C:1]([OH:8])(=[O:7])/[CH:2]=[CH:3]\[C:4]([OH:6])=[O:5].[C:9]([O:12][C:13]1[S:21][C:20]2[CH2:19][CH2:18][N:17]([CH:22]([C:30]([CH:32]3[CH2:34][CH2:33]3)=[O:31])[C:23]3[CH:28]=[CH:27][CH:26]=[CH:25][C:24]=3[F:29])[CH2:16][C:15]=2[CH:14]=1)(=[O:11])[CH3:10]. The catalyst is CC(C)=O. The product is [C:1]([OH:8])(=[O:7])/[CH:2]=[CH:3]\[C:4]([OH:6])=[O:5].[C:9]([O:12][C:13]1[S:21][C:20]2[CH2:19][CH2:18][N:17]([CH:22]([C:30]([CH:32]3[CH2:34][CH2:33]3)=[O:31])[C:23]3[CH:28]=[CH:27][CH:26]=[CH:25][C:24]=3[F:29])[CH2:16][C:15]=2[CH:14]=1)(=[O:11])[CH3:10]. The yield is 0.920.